From a dataset of Catalyst prediction with 721,799 reactions and 888 catalyst types from USPTO. Predict which catalyst facilitates the given reaction. (1) Reactant: [CH2:1]([N:3]1[CH2:20][CH:19]([C:21]2[CH:26]=[CH:25][CH:24]=[CH:23][CH:22]=2)[O:18][C:5]2([CH2:10][CH2:9][N:8](C(OC(C)(C)C)=O)[CH2:7][CH2:6]2)[CH2:4]1)[CH3:2].FC(F)(F)C(O)=O. Product: [CH2:1]([N:3]1[CH2:20][CH:19]([C:21]2[CH:26]=[CH:25][CH:24]=[CH:23][CH:22]=2)[O:18][C:5]2([CH2:10][CH2:9][NH:8][CH2:7][CH2:6]2)[CH2:4]1)[CH3:2]. The catalyst class is: 2. (2) Reactant: [CH3:1][Si](C=[N+]=[N-])(C)C.[NH2:8][C:9]1[C:10]([C:15]([OH:17])=[O:16])=[N:11][CH:12]=[CH:13][CH:14]=1. Product: [CH3:1][O:16][C:15]([C:10]1[C:9]([NH2:8])=[CH:14][CH:13]=[CH:12][N:11]=1)=[O:17]. The catalyst class is: 370.